From a dataset of Reaction yield outcomes from USPTO patents with 853,638 reactions. Predict the reaction yield, written as a fraction of the theoretical maximum amount of product (1.0 means a 100% yield; for example, 0.34 means a 34% yield). The reactants are [CH:1]([C:4]1[CH:9]=[CH:8][C:7]([C:10]2[N:14]3[CH:15]=[N:16][C:17]4[N:21](S(C5C=CC(C)=CC=5)(=O)=O)[CH:20]=[CH:19][C:18]=4[C:13]3=[C:12]([CH:32]3[CH2:37][CH2:36][CH2:35][N:34]([C:38](=[O:40])[CH3:39])[CH2:33]3)[N:11]=2)=[CH:6][CH:5]=1)([CH3:3])[CH3:2].CCCC[N+](CCCC)(CCCC)CCCC.[F-]. The catalyst is C1COCC1. The product is [CH:1]([C:4]1[CH:9]=[CH:8][C:7]([C:10]2[N:14]3[CH:15]=[N:16][C:17]4[NH:21][CH:20]=[CH:19][C:18]=4[C:13]3=[C:12]([CH:32]3[CH2:37][CH2:36][CH2:35][N:34]([C:38](=[O:40])[CH3:39])[CH2:33]3)[N:11]=2)=[CH:6][CH:5]=1)([CH3:3])[CH3:2]. The yield is 0.260.